Regression. Given a peptide amino acid sequence and an MHC pseudo amino acid sequence, predict their binding affinity value. This is MHC class I binding data. From a dataset of Peptide-MHC class I binding affinity with 185,985 pairs from IEDB/IMGT. (1) The peptide sequence is HLSGWELAK. The MHC is HLA-A24:03 with pseudo-sequence HLA-A24:03. The binding affinity (normalized) is 0.0847. (2) The peptide sequence is QMRAVGQPL. The MHC is HLA-A02:06 with pseudo-sequence HLA-A02:06. The binding affinity (normalized) is 0.458. (3) The peptide sequence is LSPSNRRFL. The MHC is H-2-Kb with pseudo-sequence H-2-Kb. The binding affinity (normalized) is 0.301. (4) The peptide sequence is YTGDFDSVI. The MHC is HLA-A02:02 with pseudo-sequence HLA-A02:02. The binding affinity (normalized) is 0.518. (5) The peptide sequence is IPYCNYSRYW. The MHC is HLA-B07:02 with pseudo-sequence HLA-B07:02. The binding affinity (normalized) is 0.361. (6) The peptide sequence is MISRMLINR. The MHC is HLA-A31:01 with pseudo-sequence HLA-A31:01. The binding affinity (normalized) is 0.864. (7) The peptide sequence is FPRDPVSTF. The MHC is HLA-A02:19 with pseudo-sequence HLA-A02:19. The binding affinity (normalized) is 0.0847. (8) The binding affinity (normalized) is 0.0847. The MHC is HLA-A80:01 with pseudo-sequence HLA-A80:01. The peptide sequence is ILFDRLPIA.